Dataset: Full USPTO retrosynthesis dataset with 1.9M reactions from patents (1976-2016). Task: Predict the reactants needed to synthesize the given product. (1) Given the product [Cl:18][C:15]1[CH:14]=[CH:13][C:12]([CH:11]([O:10][CH2:7][C:8]#[CH:9])[C:5]#[N:6])=[CH:17][CH:16]=1, predict the reactants needed to synthesize it. The reactants are: C[Si]([C:5]#[N:6])(C)C.[CH2:7]([O:10][CH:11](OCC#C)[C:12]1[CH:17]=[CH:16][C:15]([Cl:18])=[CH:14][CH:13]=1)[C:8]#[CH:9].Cl. (2) The reactants are: [NH2:1][C:2]1[CH:12]=[CH:11][C:10]([OH:13])=[CH:9][C:3]=1[C:4]([O:6][CH2:7][CH3:8])=[O:5].[CH2:14]([N:21]1[C:29]2[C:24](=[CH:25][C:26](Br)=[CH:27][CH:28]=2)[CH:23]=[CH:22]1)[C:15]1[CH:20]=[CH:19][CH:18]=[CH:17][CH:16]=1.C(=O)([O-])[O-].[Cs+].[Cs+].C1(C)C=CC=CC=1. Given the product [CH2:14]([N:21]1[C:29]2[C:24](=[CH:25][C:26]([NH:1][C:2]3[CH:12]=[CH:11][C:10]([OH:13])=[CH:9][C:3]=3[C:4]([O:6][CH2:7][CH3:8])=[O:5])=[CH:27][CH:28]=2)[CH:23]=[CH:22]1)[C:15]1[CH:20]=[CH:19][CH:18]=[CH:17][CH:16]=1, predict the reactants needed to synthesize it. (3) Given the product [OH:60][CH:59]([CH:57]([OH:58])[C:56]([OH:65])=[O:64])[C:61]([OH:63])=[O:62].[F:1][C:2]1[C:7]([F:8])=[CH:6][CH:5]=[CH:4][C:3]=1[CH2:9][CH2:10][C:11]1[N:16]([CH2:17][C:18]([N:20]([CH2:34][C:35]2[CH:40]=[CH:39][C:38]([C:41]3[CH:42]=[CH:43][C:44]([C:47]([F:50])([F:48])[F:49])=[CH:45][CH:46]=3)=[CH:37][CH:36]=2)[CH:21]2[CH2:22][CH2:23][N:24]([C:27]([CH3:32])([CH3:33])[C:28]([O:30][CH3:31])=[O:29])[CH2:25][CH2:26]2)=[O:19])[C:15]2[N:51]=[CH:52][CH:53]=[CH:54][C:14]=2[C:13](=[O:55])[N:12]=1, predict the reactants needed to synthesize it. The reactants are: [F:1][C:2]1[C:7]([F:8])=[CH:6][CH:5]=[CH:4][C:3]=1[CH2:9][CH2:10][C:11]1[N:16]([CH2:17][C:18]([N:20]([CH2:34][C:35]2[CH:40]=[CH:39][C:38]([C:41]3[CH:46]=[CH:45][C:44]([C:47]([F:50])([F:49])[F:48])=[CH:43][CH:42]=3)=[CH:37][CH:36]=2)[CH:21]2[CH2:26][CH2:25][N:24]([C:27]([CH3:33])([CH3:32])[C:28]([O:30][CH3:31])=[O:29])[CH2:23][CH2:22]2)=[O:19])[C:15]2[N:51]=[CH:52][CH:53]=[CH:54][C:14]=2[C:13](=[O:55])[N:12]=1.[C:56]([OH:65])(=[O:64])[C@@H:57]([C@H:59]([C:61]([OH:63])=[O:62])[OH:60])[OH:58]. (4) Given the product [CH3:12][S:13]([NH:1][CH2:2][CH2:3][CH2:4][CH2:5][CH2:6][C:7]([OH:9])=[O:8])(=[O:15])=[O:14], predict the reactants needed to synthesize it. The reactants are: [NH2:1][CH2:2][CH2:3][CH2:4][CH2:5][CH2:6][C:7]([OH:9])=[O:8].[OH-].[Na+].[CH3:12][S:13](Cl)(=[O:15])=[O:14].Cl. (5) Given the product [F:14][C:11]([F:12])([F:13])[O:10][C:8]1[CH:7]=[CH:6][C:5]2[NH:15][C:16](=[O:19])[CH:17]=[CH:18][CH2:1][C:4]=2[CH:9]=1, predict the reactants needed to synthesize it. The reactants are: [CH2:1]([C:4]1[CH:9]=[C:8]([O:10][C:11]([F:14])([F:13])[F:12])[CH:7]=[CH:6][C:5]=1[NH:15][C:16](=[O:19])[CH:17]=[CH2:18])C=C. (6) Given the product [I:23][C:13]1[CH:14]=[C:15]2[C:10]([CH:9]=[N:8][N:7]2[CH2:6][O:5][CH2:4][CH2:3][Si:2]([CH3:18])([CH3:17])[CH3:1])=[CH:11][CH:12]=1, predict the reactants needed to synthesize it. The reactants are: [CH3:1][Si:2]([CH3:18])([CH3:17])[CH2:3][CH2:4][O:5][CH2:6][N:7]1[C:15]2[C:10](=[CH:11][CH:12]=[C:13](N)[CH:14]=2)[CH:9]=[N:8]1.N([O-])=O.[Na+].[I-:23].[K+].